From a dataset of Full USPTO retrosynthesis dataset with 1.9M reactions from patents (1976-2016). Predict the reactants needed to synthesize the given product. (1) Given the product [Cl:1][C:2]1[CH:3]=[C:4]([C:8]2[N:9]=[C:10]([N:16]3[C:20]4[CH:21]=[C:22]([O:27][CH2:28][CH2:29][CH2:30][N:45]5[CH2:36][CH2:35][N:34]([CH3:37])[CH2:32][CH2:33]5)[C:23]([O:25][CH3:26])=[CH:24][C:19]=4[N:18]=[CH:17]3)[S:11][C:12]=2[C:13]([NH2:15])=[O:14])[CH:5]=[CH:6][CH:7]=1, predict the reactants needed to synthesize it. The reactants are: [Cl:1][C:2]1[CH:3]=[C:4]([C:8]2[N:9]=[C:10]([N:16]3[C:20]4[CH:21]=[C:22]([O:27][CH2:28][CH2:29][CH2:30]O)[C:23]([O:25][CH3:26])=[CH:24][C:19]=4[N:18]=[CH:17]3)[S:11][C:12]=2[C:13]([NH2:15])=[O:14])[CH:5]=[CH:6][CH:7]=1.[CH2:32]([N:34]([CH2:37]C)[CH2:35][CH3:36])[CH3:33].CS(Cl)(=O)=O.[Cl-].[NH4+:45]. (2) Given the product [C:1]([O:5][C:6]([N:8]([CH3:10])[NH:9][C:14]1[CH:15]=[C:16]([C:19]([F:22])([F:21])[F:20])[CH:17]=[CH:18][C:13]=1[C:12]([F:11])([F:26])[F:27])=[O:7])([CH3:4])([CH3:3])[CH3:2], predict the reactants needed to synthesize it. The reactants are: [C:1]([O:5][C:6]([N:8]([CH3:10])[NH2:9])=[O:7])([CH3:4])([CH3:3])[CH3:2].[F:11][C:12]([F:27])([F:26])[C:13]1[CH:18]=[CH:17][C:16]([C:19]([F:22])([F:21])[F:20])=[CH:15][C:14]=1B(O)O.C(N(CC)CC)C. (3) The reactants are: Cl[C:2]1[CH:7]=[CH:6][C:5]([C:8]2[CH:13]=[CH:12][C:11]([Cl:14])=[CH:10][CH:9]=2)=[CH:4][N:3]=1.CS(C)=O.[CH:19]([N:22]1[CH2:27][CH2:26][NH:25][CH2:24][CH2:23]1)([CH3:21])[CH3:20]. Given the product [Cl:14][C:11]1[CH:12]=[CH:13][C:8]([C:5]2[CH:6]=[CH:7][C:2]([N:25]3[CH2:26][CH2:27][N:22]([CH:19]([CH3:21])[CH3:20])[CH2:23][CH2:24]3)=[N:3][CH:4]=2)=[CH:9][CH:10]=1, predict the reactants needed to synthesize it. (4) Given the product [CH3:15][S:14][C:13]([NH:12][C:6]1[CH:11]=[CH:10][CH:9]=[CH:8][CH:7]=1)=[C:2]([C:1]#[N:5])[C:3]#[N:4], predict the reactants needed to synthesize it. The reactants are: [C:1](#[N:5])[CH2:2][C:3]#[N:4].[C:6]1([N:12]=[C:13]=[S:14])[CH:11]=[CH:10][CH:9]=[CH:8][CH:7]=1.[CH3:15]I.